From a dataset of Catalyst prediction with 721,799 reactions and 888 catalyst types from USPTO. Predict which catalyst facilitates the given reaction. (1) Reactant: [F-].C([N+](CCCC)(CCCC)CCCC)CCC.[CH2:19]([O:26][C:27]([NH:29][CH2:30][C@H:31]([O:107][Si](C(C)(C)C)(C)C)[CH2:32][C@H:33]([NH:99][C:100]([O:102][C:103]([CH3:106])([CH3:105])[CH3:104])=[O:101])[C:34]([NH:36][C@@H:37]([CH2:48][C:49]1[CH:50]=[C:51]([C:63]2[CH:68]=[CH:67][C:66]([O:69][CH2:70][C:71]3[CH:76]=[CH:75][CH:74]=[CH:73][CH:72]=3)=[C:65]([CH2:77][C@H:78]([NH:88][C:89]([O:91][CH2:92][C:93]3[CH:98]=[CH:97][CH:96]=[CH:95][CH:94]=3)=[O:90])[C:79]([O:81]CC[Si](C)(C)C)=[O:80])[CH:64]=2)[CH:52]=[CH:53][C:54]=1[O:55][CH2:56][C:57]1[CH:62]=[CH:61][CH:60]=[CH:59][CH:58]=1)[C:38]([O:40][CH2:41][C:42]1[CH:47]=[CH:46][CH:45]=[CH:44][CH:43]=1)=[O:39])=[O:35])=[O:28])[C:20]1[CH:25]=[CH:24][CH:23]=[CH:22][CH:21]=1.C(OCC)(=O)C.Cl. Product: [CH2:92]([O:91][C:89]([NH:88][C@@H:78]([CH2:77][C:65]1[CH:64]=[C:63]([C:51]2[CH:52]=[CH:53][C:54]([O:55][CH2:56][C:57]3[CH:62]=[CH:61][CH:60]=[CH:59][CH:58]=3)=[C:49]([CH2:48][C@@H:37]([C:38]([O:40][CH2:41][C:42]3[CH:43]=[CH:44][CH:45]=[CH:46][CH:47]=3)=[O:39])[NH:36][C:34](=[O:35])[C@@H:33]([NH:99][C:100]([O:102][C:103]([CH3:104])([CH3:106])[CH3:105])=[O:101])[CH2:32][C@@H:31]([OH:107])[CH2:30][NH:29][C:27]([O:26][CH2:19][C:20]3[CH:21]=[CH:22][CH:23]=[CH:24][CH:25]=3)=[O:28])[CH:50]=2)[CH:68]=[CH:67][C:66]=1[O:69][CH2:70][C:71]1[CH:72]=[CH:73][CH:74]=[CH:75][CH:76]=1)[C:79]([OH:81])=[O:80])=[O:90])[C:93]1[CH:98]=[CH:97][CH:96]=[CH:95][CH:94]=1. The catalyst class is: 118. (2) Reactant: [Cl:1][C:2]1[CH:7]=[CH:6][CH:5]=[C:4]([Cl:8])[C:3]=1[CH2:9][S:10]([C:13]1[CH:14]=[C:15]2[C:19](=[CH:20][CH:21]=1)[NH:18][C:17](=[O:22])/[C:16]/2=[CH:23]\[C:24]1[NH:28][C:27]([CH3:29])=[C:26]([C:30](O)=[O:31])[C:25]=1[CH3:33])(=[O:12])=[O:11].C1C=CC2N(O)N=NC=2C=1.CCN=C=NCCCN(C)C.Cl.[NH:56]1[CH2:60][CH2:59][CH2:58][C@@H:57]1[CH2:61][OH:62]. Product: [Cl:8][C:4]1[CH:5]=[CH:6][CH:7]=[C:2]([Cl:1])[C:3]=1[CH2:9][S:10]([C:13]1[CH:14]=[C:15]2[C:19](=[CH:20][CH:21]=1)[NH:18][C:17](=[O:22])/[C:16]/2=[CH:23]\[C:24]1[NH:28][C:27]([CH3:29])=[C:26]([C:30]([N:56]2[CH2:60][CH2:59][CH2:58][C@H:57]2[CH2:61][OH:62])=[O:31])[C:25]=1[CH3:33])(=[O:12])=[O:11]. The catalyst class is: 3. (3) The catalyst class is: 3. Product: [CH2:14]([O:1][CH:2]([C:4]1[CH:13]=[CH:12][C:7]([C:8]([OH:10])=[O:9])=[CH:6][CH:5]=1)[CH3:3])[CH2:15][CH3:16]. Reactant: [OH:1][CH:2]([C:4]1[CH:13]=[CH:12][C:7]([C:8]([O:10]C)=[O:9])=[CH:6][CH:5]=1)[CH3:3].[CH2:14](I)[CH2:15][CH3:16].[H-].[Na+].O. (4) Reactant: [B]1OC2C(=CC=CC=2)O1.[F:10][C:11]([F:41])([C:35]1[CH:40]=[CH:39][CH:38]=[CH:37][CH:36]=1)[C:12](=[O:34])/[CH:13]=[CH:14]/[C@H:15]1[CH2:20][CH2:19][O:18][C:17](=[O:21])[N:16]1[CH2:22][CH2:23][CH2:24][CH2:25][CH2:26][CH2:27][C:28]([O:30][CH:31]([CH3:33])[CH3:32])=[O:29]. Product: [F:41][C:11]([F:10])([C:35]1[CH:36]=[CH:37][CH:38]=[CH:39][CH:40]=1)[CH:12]([OH:34])/[CH:13]=[CH:14]/[C@H:15]1[CH2:20][CH2:19][O:18][C:17](=[O:21])[N:16]1[CH2:22][CH2:23][CH2:24][CH2:25][CH2:26][CH2:27][C:28]([O:30][CH:31]([CH3:33])[CH3:32])=[O:29]. The catalyst class is: 11. (5) Reactant: [CH3:1][C@@H:2]1[CH2:7][CH2:6][N:5]([C:8](=[O:12])[CH2:9][C:10]#[N:11])[CH2:4][C@@H:3]1[N:13]([CH3:23])[C:14]1[C:15]2[CH:22]=[CH:21][NH:20][C:16]=2[N:17]=[CH:18][N:19]=1.[C:24]([OH:36])(=[O:35])[CH2:25][C:26]([CH2:31][C:32]([OH:34])=[O:33])([C:28]([OH:30])=[O:29])[OH:27]. Product: [C:24]([OH:36])(=[O:35])[CH2:25][C:26]([CH2:31][C:32]([OH:34])=[O:33])([C:28]([OH:30])=[O:29])[OH:27].[CH3:1][C@@H:2]1[CH2:7][CH2:6][N:5]([C:8](=[O:12])[CH2:9][C:10]#[N:11])[CH2:4][C@@H:3]1[N:13]([CH3:23])[C:14]1[C:15]2[CH:22]=[CH:21][NH:20][C:16]=2[N:17]=[CH:18][N:19]=1. The catalyst class is: 21.